Dataset: Full USPTO retrosynthesis dataset with 1.9M reactions from patents (1976-2016). Task: Predict the reactants needed to synthesize the given product. (1) Given the product [CH2:30]([O:29][C:25]1[CH:24]=[C:23]([F:32])[C:22]([CH2:21][N:1]2[C:9]3[C:4](=[CH:5][CH:6]=[CH:7][CH:8]=3)[C:3]([C:10]([O:12][CH3:13])=[O:11])=[N:2]2)=[C:27]([F:28])[CH:26]=1)[CH3:31], predict the reactants needed to synthesize it. The reactants are: [NH:1]1[C:9]2[C:4](=[CH:5][CH:6]=[CH:7][CH:8]=2)[C:3]([C:10]([O:12][CH3:13])=[O:11])=[N:2]1.C(=O)([O-])[O-].[Cs+].[Cs+].Br[CH2:21][C:22]1[C:27]([F:28])=[CH:26][C:25]([O:29][CH2:30][CH3:31])=[CH:24][C:23]=1[F:32]. (2) The reactants are: O.[OH-].[Li+].[CH:4]1([C@H:10]([NH:15][C:16]([C:18]2[C:27]([NH:28][C:29]([NH:31][C:32]3[C:37]([CH3:38])=[CH:36][C:35]([CH2:39][CH3:40])=[CH:34][C:33]=3[CH3:41])=[O:30])=[CH:26][C:25]3[C:20](=[CH:21][CH:22]=[CH:23][CH:24]=3)[CH:19]=2)=[O:17])[C:11]([O:13]C)=[O:12])[CH2:9][CH2:8][CH2:7][CH2:6][CH2:5]1.CO.Cl. Given the product [CH:4]1([C@H:10]([NH:15][C:16]([C:18]2[C:27]([NH:28][C:29]([NH:31][C:32]3[C:37]([CH3:38])=[CH:36][C:35]([CH2:39][CH3:40])=[CH:34][C:33]=3[CH3:41])=[O:30])=[CH:26][C:25]3[C:20](=[CH:21][CH:22]=[CH:23][CH:24]=3)[CH:19]=2)=[O:17])[C:11]([OH:13])=[O:12])[CH2:5][CH2:6][CH2:7][CH2:8][CH2:9]1, predict the reactants needed to synthesize it. (3) Given the product [CH:11]([C:5]1[C:4]2[C:8](=[CH:9][CH:10]=[CH:2][CH:3]=2)[N:7]([CH2:17][C@@H:15]([NH:16][S:18]([C:21]2[C:26]([CH3:27])=[CH:25][C:24]([CH3:28])=[CH:23][C:22]=2[CH3:29])(=[O:20])=[O:19])[CH2:13][CH3:14])[CH:6]=1)=[O:12], predict the reactants needed to synthesize it. The reactants are: F[C:2]1[CH:3]=[C:4]2[C:8](=[CH:9][CH:10]=1)[NH:7][CH:6]=[C:5]2[CH:11]=[O:12].[CH2:13]([CH:15]1[CH2:17][N@@:16]1[S:18]([C:21]1[C:26]([CH3:27])=[CH:25][C:24]([CH3:28])=[CH:23][C:22]=1[CH3:29])(=[O:20])=[O:19])[CH3:14].[H-].[Na+]. (4) Given the product [NH2:12][CH2:11][C:5]1[C:4](=[O:13])[N:3]([CH3:14])[N:2]([CH3:1])[C:6]=1[C:7]([F:10])([F:8])[F:9], predict the reactants needed to synthesize it. The reactants are: [CH3:1][N:2]1[C:6]([C:7]([F:10])([F:9])[F:8])=[C:5]([C:11]#[N:12])[C:4](=[O:13])[N:3]1[CH3:14]. (5) Given the product [OH:33][C@@H:32]([C:23]1[CH:24]=[CH:25][C:26]2[C:27](=[O:31])[O:28][CH2:29][C:30]=2[C:22]=1[CH3:21])[CH2:34][N:17]1[CH2:18][CH2:19][N:14]([CH2:13][CH2:12][C:3]2[CH:4]=[CH:5][C:6]3[C:7](=[O:11])[O:8][CH2:9][C:10]=3[C:2]=2[CH3:1])[C:15](=[O:20])[CH2:16]1, predict the reactants needed to synthesize it. The reactants are: [CH3:1][C:2]1[C:10]2[CH2:9][O:8][C:7](=[O:11])[C:6]=2[CH:5]=[CH:4][C:3]=1[CH2:12][CH2:13][N:14]1[CH2:19][CH2:18][NH:17][CH2:16][C:15]1=[O:20].[CH3:21][C:22]1[C:30]2[CH2:29][O:28][C:27](=[O:31])[C:26]=2[CH:25]=[CH:24][C:23]=1[C@H:32]1[CH2:34][O:33]1.